From a dataset of Catalyst prediction with 721,799 reactions and 888 catalyst types from USPTO. Predict which catalyst facilitates the given reaction. (1) Reactant: [C:1]([O:5][C:6](=[O:10])[CH2:7][CH2:8]O)([CH3:4])([CH3:3])[CH3:2].C(Br)(Br)(Br)[Br:12].C1(P(C2C=CC=CC=2)C2C=CC=CC=2)C=CC=CC=1. Product: [C:1]([O:5][C:6](=[O:10])[CH2:7][CH2:8][Br:12])([CH3:4])([CH3:3])[CH3:2]. The catalyst class is: 10. (2) Reactant: [Si:1]([O:8][CH2:9][C:10]1[N:15]=[CH:14][C:13]2[N:16]=[CH:17][N:18]([C:19]3[S:23][C:22]([C:24]([O:26]C)=O)=[C:21]([O:28][CH:29]([C:32]4[CH:37]=[CH:36][CH:35]=[CH:34][C:33]=4[Cl:38])[CH2:30][CH3:31])[CH:20]=3)[C:12]=2[CH:11]=1)([C:4]([CH3:7])([CH3:6])[CH3:5])([CH3:3])[CH3:2].[NH3:39]. Product: [Si:1]([O:8][CH2:9][C:10]1[N:15]=[CH:14][C:13]2[N:16]=[CH:17][N:18]([C:19]3[S:23][C:22]([C:24]([NH2:39])=[O:26])=[C:21]([O:28][CH:29]([C:32]4[CH:37]=[CH:36][CH:35]=[CH:34][C:33]=4[Cl:38])[CH2:30][CH3:31])[CH:20]=3)[C:12]=2[CH:11]=1)([C:4]([CH3:6])([CH3:5])[CH3:7])([CH3:2])[CH3:3]. The catalyst class is: 5. (3) Reactant: [CH3:1][CH:2]1[N:15]2[C:6]([CH2:7][O:8][C:9]3[C:14]2=[CH:13][C:12](B2OC(C)(C)C(C)(C)O2)=[C:11]([C:25]([F:28])([F:27])[F:26])[CH:10]=3)=[N:5][N:4]([CH2:29][O:30][CH2:31][CH2:32][Si:33]([CH3:36])([CH3:35])[CH3:34])[C:3]1=[O:37].CC(O)=[O:40].OO. Product: [OH:40][C:12]1[CH:13]=[C:14]2[C:9](=[CH:10][C:11]=1[C:25]([F:28])([F:26])[F:27])[O:8][CH2:7][C:6]1[N:15]2[CH:2]([CH3:1])[C:3](=[O:37])[N:4]([CH2:29][O:30][CH2:31][CH2:32][Si:33]([CH3:34])([CH3:35])[CH3:36])[N:5]=1. The catalyst class is: 12. (4) Reactant: [OH:1][CH2:2][CH2:3][CH2:4][C@@:5]1([C:24]2[CH:29]=[CH:28][CH:27]=[CH:26][CH:25]=2)[O:10][C:9](=[O:11])[N:8]([C@H:12]([C:14]2[CH:23]=[CH:22][C:17]([C:18](OC)=[O:19])=[CH:16][CH:15]=2)[CH3:13])[CH2:7][CH2:6]1.[BH4-].[Na+].CO. Product: [OH:19][CH2:18][C:17]1[CH:22]=[CH:23][C:14]([C@@H:12]([N:8]2[CH2:7][CH2:6][C@:5]([CH2:4][CH2:3][CH2:2][OH:1])([C:24]3[CH:25]=[CH:26][CH:27]=[CH:28][CH:29]=3)[O:10][C:9]2=[O:11])[CH3:13])=[CH:15][CH:16]=1. The catalyst class is: 1. (5) Reactant: Cl.[NH2:2][C:3]([CH2:10][F:11])([CH2:8][F:9])[C:4]([O:6]C)=[O:5].[C:12](O[C:12]([O:14][C:15]([CH3:18])([CH3:17])[CH3:16])=[O:13])([O:14][C:15]([CH3:18])([CH3:17])[CH3:16])=[O:13]. Product: [C:15]([O:14][C:12]([NH:2][C:3]([CH2:10][F:11])([CH2:8][F:9])[C:4]([OH:6])=[O:5])=[O:13])([CH3:18])([CH3:17])[CH3:16]. The catalyst class is: 10. (6) Reactant: [O:1]1[CH:5]=[CH:4][N:3]=[C:2]1[C:6]([C:12]1[CH:17]=[CH:16][C:15]([O:18][CH:19]2[CH2:24][CH2:23][CH2:22][CH2:21][O:20]2)=[CH:14][CH:13]=1)=[CH:7][C:8]([O:10][CH3:11])=[O:9]. Product: [O:1]1[CH:5]=[CH:4][N:3]=[C:2]1[CH:6]([C:12]1[CH:17]=[CH:16][C:15]([O:18][CH:19]2[CH2:24][CH2:23][CH2:22][CH2:21][O:20]2)=[CH:14][CH:13]=1)[CH2:7][C:8]([O:10][CH3:11])=[O:9]. The catalyst class is: 19. (7) Reactant: [CH:1]([C:4]1[C:13]2[C:8](=[CH:9][C:10]([O:17]C)=[C:11]([C:14](=[O:16])[CH3:15])[CH:12]=2)[O:7][C:6]([CH3:20])([CH3:19])[CH:5]=1)([CH3:3])[CH3:2].B(Br)(Br)Br. Product: [OH:17][C:10]1[CH:9]=[C:8]2[C:13]([C:4]([CH:1]([CH3:2])[CH3:3])=[CH:5][C:6]([CH3:20])([CH3:19])[O:7]2)=[CH:12][C:11]=1[C:14](=[O:16])[CH3:15]. The catalyst class is: 4.